This data is from Reaction yield outcomes from USPTO patents with 853,638 reactions. The task is: Predict the reaction yield, written as a fraction of the theoretical maximum amount of product (1.0 means a 100% yield; for example, 0.34 means a 34% yield). (1) The reactants are [C:1]1([C:7]2[CH:8]=[C:9]([C:16]3[O:20][N:19]=[C:18]([C:21]4[CH:38]=[CH:37][C:24]([CH2:25][N:26]5[CH2:29][CH:28]([C:30]([O:32]C(C)(C)C)=[O:31])[CH2:27]5)=[CH:23][CH:22]=4)[N:17]=3)[S:10][C:11]=2[C:12]([F:15])([F:14])[F:13])[CH:6]=[CH:5][CH:4]=[CH:3][CH:2]=1. The catalyst is FC(F)(F)C(O)=O.CO. The product is [C:1]1([C:7]2[CH:8]=[C:9]([C:16]3[O:20][N:19]=[C:18]([C:21]4[CH:38]=[CH:37][C:24]([CH2:25][N:26]5[CH2:27][CH:28]([C:30]([OH:32])=[O:31])[CH2:29]5)=[CH:23][CH:22]=4)[N:17]=3)[S:10][C:11]=2[C:12]([F:13])([F:15])[F:14])[CH:2]=[CH:3][CH:4]=[CH:5][CH:6]=1. The yield is 0.740. (2) The reactants are Cl[C:2]1[C:3]([C:16]2[CH:21]=[CH:20][CH:19]=[CH:18][CH:17]=2)=[N:4][C:5]2[C:10]([N:11]=1)=[CH:9][C:8]([C:12]([O:14][CH3:15])=[O:13])=[CH:7][CH:6]=2.[CH2:22]([O:24][C:25]1[CH:30]=[CH:29][C:28](B(O)O)=[CH:27][CH:26]=1)[CH3:23]. No catalyst specified. The product is [CH2:22]([O:24][C:25]1[CH:30]=[CH:29][C:28]([C:2]2[C:3]([C:16]3[CH:21]=[CH:20][CH:19]=[CH:18][CH:17]=3)=[N:4][C:5]3[C:10]([N:11]=2)=[CH:9][C:8]([C:12]([O:14][CH3:15])=[O:13])=[CH:7][CH:6]=3)=[CH:27][CH:26]=1)[CH3:23]. The yield is 0.430. (3) The reactants are C(OC(=O)[NH:10][CH2:11][CH2:12][CH2:13][CH2:14][C:15]1[CH:20]=[CH:19][C:18]([O:21][CH2:22][CH2:23][CH2:24][C:25]2[NH:29][N:28]=[N:27][N:26]=2)=[CH:17][CH:16]=1)C1C=CC=CC=1. The catalyst is CO.ClCCl.[Pd]. The product is [NH:29]1[C:25]([CH2:24][CH2:23][CH2:22][O:21][C:18]2[CH:19]=[CH:20][C:15]([CH2:14][CH2:13][CH2:12][CH2:11][NH2:10])=[CH:16][CH:17]=2)=[N:26][N:27]=[N:28]1. The yield is 0.990. (4) The reactants are [CH3:1][N:2]([CH3:26])[C:3](=[O:25])[S:4][C:5]1[C:10]([Cl:11])=[C:9]([CH2:12][C:13]2[CH:18]=[CH:17][C:16]([O:19][CH3:20])=[CH:15][CH:14]=2)[CH:8]=[C:7]([Br:21])[C:6]=1[CH2:22][CH:23]=[O:24].[BH4-].[Na+]. The catalyst is C1COCC1.CO. The product is [CH3:26][N:2]([CH3:1])[C:3](=[O:25])[S:4][C:5]1[C:10]([Cl:11])=[C:9]([CH2:12][C:13]2[CH:14]=[CH:15][C:16]([O:19][CH3:20])=[CH:17][CH:18]=2)[CH:8]=[C:7]([Br:21])[C:6]=1[CH2:22][CH2:23][OH:24]. The yield is 0.700. (5) The reactants are [C:1]([O:4][CH2:5][C@@H:6]1[C@@H:13]2[C@@H:9]([O:10][C:11]([CH3:15])([CH3:14])[O:12]2)[C@H:8]([N:16]2[CH:24]=[N:23][C:22]3[C:17]2=[N:18][CH:19]=[N:20][C:21]=3Cl)[O:7]1)(=[O:3])[CH3:2].[Cl-].[F:27][C:28]1[CH:35]=[CH:34][C:31]([CH2:32][Zn+])=[CH:30][CH:29]=1.[NH4+].[Cl-].C(N(CC([O-])=O)CC(O)=O)CN(CC([O-])=O)CC(O)=O.[Na+].[Na+]. The catalyst is O1CCCC1.[Pd].C1(P(C2C=CC=CC=2)C2C=CC=CC=2)C=CC=CC=1.C1(P(C2C=CC=CC=2)C2C=CC=CC=2)C=CC=CC=1.C1(P(C2C=CC=CC=2)C2C=CC=CC=2)C=CC=CC=1.C1(P(C2C=CC=CC=2)C2C=CC=CC=2)C=CC=CC=1. The product is [C:1]([O:4][CH2:5][C@@H:6]1[C@@H:13]2[C@@H:9]([O:10][C:11]([CH3:15])([CH3:14])[O:12]2)[C@H:8]([N:16]2[CH:24]=[N:23][C:22]3[C:17]2=[N:18][CH:19]=[N:20][C:21]=3[CH2:32][C:31]2[CH:34]=[CH:35][C:28]([F:27])=[CH:29][CH:30]=2)[O:7]1)(=[O:3])[CH3:2]. The yield is 0.730.